From a dataset of Catalyst prediction with 721,799 reactions and 888 catalyst types from USPTO. Predict which catalyst facilitates the given reaction. (1) Reactant: [C:1]1([C:7]2[C:8]([N:25]3[CH2:30][CH2:29][N:28]([C:31]([O:33][C:34]([CH3:37])([CH3:36])[CH3:35])=[O:32])[CH2:27][CH2:26]3)=[C:9]3[CH:15]=[CH:14][N:13](S(C4C=CC=CC=4)(=O)=O)[C:10]3=[N:11][CH:12]=2)[CH:6]=[CH:5][CH:4]=[CH:3][CH:2]=1.C1COCC1.CO.[Li+].[OH-]. Product: [C:1]1([C:7]2[C:8]([N:25]3[CH2:26][CH2:27][N:28]([C:31]([O:33][C:34]([CH3:37])([CH3:36])[CH3:35])=[O:32])[CH2:29][CH2:30]3)=[C:9]3[CH:15]=[CH:14][NH:13][C:10]3=[N:11][CH:12]=2)[CH:2]=[CH:3][CH:4]=[CH:5][CH:6]=1. The catalyst class is: 6. (2) Reactant: [CH2:1]([C@@:4]1([CH3:30])[CH2:9][C@H:8]([C:10]2[CH:15]=[CH:14][CH:13]=[C:12]([Cl:16])[CH:11]=2)[C@@H:7]([C:17]2[CH:22]=[CH:21][C:20]([Cl:23])=[CH:19][CH:18]=2)[N:6]([C@@H:24]([CH2:27][CH3:28])[CH:25]=O)[C:5]1=[O:29])[CH:2]=[CH2:3].[NH:31]1[CH2:36][CH2:35][O:34][CH2:33][CH2:32]1.C(O)(=O)C.C(O[BH-](OC(=O)C)OC(=O)C)(=O)C.[Na+]. Product: [CH2:1]([C@@:4]1([CH3:30])[CH2:9][C@H:8]([C:10]2[CH:15]=[CH:14][CH:13]=[C:12]([Cl:16])[CH:11]=2)[C@@H:7]([C:17]2[CH:22]=[CH:21][C:20]([Cl:23])=[CH:19][CH:18]=2)[N:6]([C@@H:24]([CH2:27][CH3:28])[CH2:25][N:31]2[CH2:36][CH2:35][O:34][CH2:33][CH2:32]2)[C:5]1=[O:29])[CH:2]=[CH2:3]. The catalyst class is: 26. (3) Reactant: C([O:3][C:4]([C:6]1([C:9]2[CH:14]=[CH:13][C:12]([C:15]3[CH:20]=[CH:19][C:18]([C:21]4[S:22][C:23]([Cl:40])=[CH:24][C:25]=4[NH:26][C:27]([O:29][C@@H:30]([C:32]4[CH:37]=[CH:36][C:35]([F:38])=[C:34]([F:39])[CH:33]=4)[CH3:31])=[O:28])=[CH:17][CH:16]=3)=[CH:11][CH:10]=2)[CH2:8][CH2:7]1)=[O:5])C.[OH-].[Na+].C(OCC)(=O)C. Product: [Cl:40][C:23]1[S:22][C:21]([C:18]2[CH:19]=[CH:20][C:15]([C:12]3[CH:13]=[CH:14][C:9]([C:6]4([C:4]([OH:5])=[O:3])[CH2:8][CH2:7]4)=[CH:10][CH:11]=3)=[CH:16][CH:17]=2)=[C:25]([NH:26][C:27]([O:29][C@@H:30]([C:32]2[CH:37]=[CH:36][C:35]([F:38])=[C:34]([F:39])[CH:33]=2)[CH3:31])=[O:28])[CH:24]=1. The catalyst class is: 32. (4) Reactant: [CH3:1][CH:2]([C:4]1[N:8]([CH2:9][CH2:10][C@@H:11]([OH:19])[CH2:12][C@@H:13]([OH:18])[CH2:14][C:15]([OH:17])=[O:16])[C:7]([C:20]2[CH:21]=[CH:22][C:23]([F:26])=[CH:24][CH:25]=2)=[C:6]([C:27]2[CH:28]=[CH:29][CH:30]=[CH:31][CH:32]=2)[C:5]=1[C:33]([NH:35][C:36]1[CH:37]=[CH:38][CH:39]=[CH:40][CH:41]=1)=[O:34])[CH3:3].[C:42](#[N:44])[CH3:43]. Product: [CH:4]1[CH:5]=[CH:6][C:43]([CH2:42][NH:44][CH2:10][CH2:9][NH:8][CH2:7][C:20]2[CH:25]=[CH:24][CH:23]=[CH:22][CH:21]=2)=[CH:1][CH:2]=1.[CH3:3][CH:2]([C:4]1[N:8]([CH2:9][CH2:10][C@@H:11]([OH:19])[CH2:12][C@@H:13]([OH:18])[CH2:14][C:15]([OH:17])=[O:16])[C:7]([C:20]2[CH:25]=[CH:24][C:23]([F:26])=[CH:22][CH:21]=2)=[C:6]([C:27]2[CH:32]=[CH:31][CH:30]=[CH:29][CH:28]=2)[C:5]=1[C:33]([NH:35][C:36]1[CH:41]=[CH:40][CH:39]=[CH:38][CH:37]=1)=[O:34])[CH3:1].[C:27]1([CH2:6][CH:7]([NH2:8])[CH2:20][NH2:44])[CH:32]=[CH:31][CH:30]=[CH:29][CH:28]=1. The catalyst class is: 6. (5) Product: [N:13]1([CH:19]2[CH2:24][CH2:23][CH:22]([N:25]3[C:30](=[O:31])[C:29]([CH2:32][C:33]4[CH:38]=[CH:37][C:36]([C:39]5[CH:44]=[CH:43][CH:42]=[CH:41][C:40]=5[C:45]5[NH:3][C:4](=[O:7])[O:5][N:46]=5)=[CH:35][CH:34]=4)=[C:28]([CH2:47][CH2:48][CH3:49])[N:27]4[N:50]=[CH:51][N:52]=[C:26]34)[CH2:21][CH2:20]2)[CH2:18][CH2:17][O:16][CH2:15][CH2:14]1. The catalyst class is: 13. Reactant: [Cl-].O[NH3+:3].[C:4](=[O:7])([O-])[OH:5].[Na+].CS(C)=O.[N:13]1([CH:19]2[CH2:24][CH2:23][CH:22]([N:25]3[C:30](=[O:31])[C:29]([CH2:32][C:33]4[CH:38]=[CH:37][C:36]([C:39]5[C:40]([C:45]#[N:46])=[CH:41][CH:42]=[CH:43][CH:44]=5)=[CH:35][CH:34]=4)=[C:28]([CH2:47][CH2:48][CH3:49])[N:27]4[N:50]=[CH:51][N:52]=[C:26]34)[CH2:21][CH2:20]2)[CH2:18][CH2:17][O:16][CH2:15][CH2:14]1. (6) Reactant: [CH:1]([C:4]1[N:8]([C:9]2[N:17]=[C:16]3[C:12]([N:13]=[C:14]([C:19]4([O:25][CH3:26])[CH2:24][CH2:23][CH2:22][NH:21][CH2:20]4)[N:15]3[CH3:18])=[C:11]([N:27]3[CH2:32][CH2:31][O:30][CH2:29][CH2:28]3)[N:10]=2)[C:7]2[CH:33]=[CH:34][CH:35]=[CH:36][C:6]=2[N:5]=1)([CH3:3])[CH3:2].Br[CH2:38][C:39]([NH2:41])=[O:40].[I-].[Na+].C([O-])([O-])=O.[K+].[K+]. Product: [CH:1]([C:4]1[N:8]([C:9]2[N:17]=[C:16]3[C:12]([N:13]=[C:14]([C:19]4([O:25][CH3:26])[CH2:24][CH2:23][CH2:22][N:21]([CH2:38][C:39]([NH2:41])=[O:40])[CH2:20]4)[N:15]3[CH3:18])=[C:11]([N:27]3[CH2:28][CH2:29][O:30][CH2:31][CH2:32]3)[N:10]=2)[C:7]2[CH:33]=[CH:34][CH:35]=[CH:36][C:6]=2[N:5]=1)([CH3:3])[CH3:2]. The catalyst class is: 210. (7) Reactant: Cl.[NH2:2][C@H:3]([C:6]([OH:8])=[O:7])[CH2:4][SH:5].C([O-])(=O)C.[K+].CO.[O:16]1[CH2:21][CH2:20][CH:19]([CH:22]=O)[CH2:18][CH2:17]1. Product: [O:16]1[CH2:21][CH2:20][CH:19]([C@@H:22]2[NH:2][CH:3]([C:6]([OH:8])=[O:7])[CH2:4][S:5]2)[CH2:18][CH2:17]1. The catalyst class is: 6.